Dataset: Full USPTO retrosynthesis dataset with 1.9M reactions from patents (1976-2016). Task: Predict the reactants needed to synthesize the given product. (1) Given the product [CH2:37]([O:36][C:34](=[O:35])[CH2:33][O:20][C:15]1[CH:16]=[N:17][CH:18]=[CH:19][C:14]=1[CH2:13][NH:12][C:10](=[O:11])[CH2:9][N:6]1[C:7](=[O:8])[C:2]([Cl:1])=[C:3]([NH:21][C@@H:22]2[CH2:27][C@@H:26]3[CH2:28][C@@H:24]([C:25]3([CH3:30])[CH3:29])[C@H:23]2[CH3:31])[CH:4]=[N:5]1)[CH3:38], predict the reactants needed to synthesize it. The reactants are: [Cl:1][C:2]1[C:7](=[O:8])[N:6]([CH2:9][C:10]([NH:12][CH2:13][C:14]2[CH:19]=[CH:18][N:17]=[CH:16][C:15]=2[OH:20])=[O:11])[N:5]=[CH:4][C:3]=1[NH:21][C@@H:22]1[CH2:27][C@@H:26]2[CH2:28][C@@H:24]([C:25]2([CH3:30])[CH3:29])[C@H:23]1[CH3:31].Br[CH2:33][C:34]([O:36][CH2:37][CH3:38])=[O:35].C(=O)([O-])[O-].[K+].[K+].[Cl-].[NH4+]. (2) The reactants are: [Br-:1].[Br-].C1(P(C2C=CC=CC=2)C2C=CC=CC=2)C=CC=CC=1.[CH2:22]([Si:25]([CH2:37][CH:38]=[CH2:39])([CH2:34][CH:35]=[CH2:36])[CH2:26][CH2:27][CH2:28][Si:29](OC)([CH3:31])[CH3:30])[CH:23]=[CH2:24]. Given the product [CH2:22]([Si:25]([CH2:37][CH:38]=[CH2:39])([CH2:34][CH:35]=[CH2:36])[CH2:26][CH2:27][CH2:28][Si:29]([Br:1])([CH3:31])[CH3:30])[CH:23]=[CH2:24], predict the reactants needed to synthesize it. (3) The reactants are: [F:1][C:2]([F:15])([F:14])[CH2:3][CH2:4][N:5]1[CH2:10][CH2:9][CH:8]([C:11](O)=[O:12])[CH2:7][CH2:6]1.S(Cl)([Cl:18])=O. Given the product [F:1][C:2]([F:15])([F:14])[CH2:3][CH2:4][N:5]1[CH2:10][CH2:9][CH:8]([C:11]([Cl:18])=[O:12])[CH2:7][CH2:6]1, predict the reactants needed to synthesize it.